This data is from Full USPTO retrosynthesis dataset with 1.9M reactions from patents (1976-2016). The task is: Predict the reactants needed to synthesize the given product. (1) Given the product [CH2:66]([N:1]1[CH2:2][CH2:3][CH:4]([N:7]2[C:20]3[CH:19]=[CH:18][C:17]([C:21]4[NH:25][C:24](=[O:26])[O:23][N:22]=4)=[CH:16][C:15]=3[O:14][C:13]3[C:8]2=[CH:9][CH:10]=[CH:11][CH:12]=3)[CH2:5][CH2:6]1)[CH2:65][C:59]1[CH:64]=[CH:63][CH:62]=[CH:61][CH:60]=1.[C:24]([OH:23])([C:29]([F:32])([F:31])[F:30])=[O:26], predict the reactants needed to synthesize it. The reactants are: [NH:1]1[CH2:6][CH2:5][CH:4]([N:7]2[C:20]3[CH:19]=[CH:18][C:17]([C:21]4[NH:25][C:24](=[O:26])[O:23][N:22]=4)=[CH:16][C:15]=3[O:14][C:13]3[C:8]2=[CH:9][CH:10]=[CH:11][CH:12]=3)[CH2:3][CH2:2]1.C(O)([C:29]([F:32])([F:31])[F:30])=O.N1CCC(N2C3C=CC(C4NN=NN=4)=CC=3OC3C2=CC=CC=3)CC1.[C:59]1([CH2:65][CH:66]=O)[CH:64]=[CH:63][CH:62]=[CH:61][CH:60]=1.N1C=CN=C1C=O.C(O[BH-](OC(=O)C)OC(=O)C)(=O)C.[Na+].C(O[BH-](OC(=O)C)OC(=O)C)(=O)C.C[N+](C)(C)C. (2) Given the product [Cl:13][C:11]1[CH:10]=[CH:9][C:8](/[CH:14]=[CH:15]/[C:16]([N:18]2[CH:23]3[CH2:24][CH2:25][CH:19]2[CH2:20][N:21]([CH2:26][C:27]2[CH:28]=[CH:29][C:30]([F:33])=[CH:31][CH:32]=2)[CH2:22]3)=[O:17])=[C:7]([NH:6][C:4](=[O:5])[CH2:3][N:35]([CH3:36])[CH3:34])[CH:12]=1, predict the reactants needed to synthesize it. The reactants are: Cl.Cl[CH2:3][C:4]([NH:6][C:7]1[CH:12]=[C:11]([Cl:13])[CH:10]=[CH:9][C:8]=1/[CH:14]=[CH:15]/[C:16]([N:18]1[CH:23]2[CH2:24][CH2:25][CH:19]1[CH2:20][N:21]([CH2:26][C:27]1[CH:32]=[CH:31][C:30]([F:33])=[CH:29][CH:28]=1)[CH2:22]2)=[O:17])=[O:5].[CH3:34][NH:35][CH3:36].